This data is from Catalyst prediction with 721,799 reactions and 888 catalyst types from USPTO. The task is: Predict which catalyst facilitates the given reaction. Reactant: [CH:1]1([CH:4]([C:6]2[CH:11]=[CH:10][CH:9]=[C:8]([C:12]([CH:15]3[CH2:17][CH2:16]3)(O)[CH3:13])[C:7]=2[OH:18])[CH3:5])[CH2:3][CH2:2]1.C([SiH](CC)CC)C.FC(F)(F)C(O)=O.[F-].C([N+](CCCC)(CCCC)CCCC)CCC. Product: [CH:1]1([CH:4]([C:6]2[CH:11]=[CH:10][CH:9]=[C:8]([CH:12]([CH:15]3[CH2:17][CH2:16]3)[CH3:13])[C:7]=2[OH:18])[CH3:5])[CH2:2][CH2:3]1. The catalyst class is: 229.